This data is from Catalyst prediction with 721,799 reactions and 888 catalyst types from USPTO. The task is: Predict which catalyst facilitates the given reaction. (1) Reactant: [CH3:13][C:12]([O:11][C:9](O[C:9]([O:11][C:12]([CH3:15])([CH3:14])[CH3:13])=[O:10])=[O:10])([CH3:15])[CH3:14].C([N:18]([CH2:21][CH3:22])[CH2:19][CH3:20])C.[CH3:23][NH2:24].[CH2:25](O)[CH3:26].C([O-])([O-])=O.[Na+].[Na+].Cl[C:35]1[N:39]=[C:38](Cl)[S:37][N:36]=1.[Na+].[Cl-].[NH:43]1[CH:47]=[CH:46][N:45]=[CH:44]1.[Na].[CH:49]([O:52][C:53](C)=[O:54])([CH3:51])[CH3:50].[CH3:56]O. Product: [C:12]([O:11][C:9](=[O:10])[N:18]([CH2:19][C:20]1[CH:26]=[CH:25][C:51]2[O:54][CH2:53][O:52][C:49]=2[CH:50]=1)[CH2:21][CH2:22][CH2:23][N:24]([C:38]1[S:37][N:36]=[C:35]([N:43]2[CH:47]=[CH:46][N:45]=[CH:44]2)[N:39]=1)[CH3:56])([CH3:13])([CH3:14])[CH3:15]. The catalyst class is: 34. (2) Product: [CH2:33]([O:35][C:36]1[CH:41]=[CH:40][C:39]([C:13]2[C:12]3[C:16](=[CH:17][C:9]([NH2:8])=[CH:10][CH:11]=3)[NH:15][CH:14]=2)=[CH:38][CH:37]=1)[CH3:34]. Reactant: C(OC([N:8](C(OC(C)(C)C)=O)[C:9]1[CH:17]=[C:16]2[C:12]([C:13](I)=[CH:14][N:15]2C(OC(C)(C)C)=O)=[CH:11][CH:10]=1)=O)(C)(C)C.[CH2:33]([O:35][C:36]1[CH:41]=[CH:40][C:39](B(O)O)=[CH:38][CH:37]=1)[CH3:34].C(=O)([O-])[O-].[Na+].[Na+].O1CCOCC1. The catalyst class is: 103. (3) Reactant: [NH2:1][CH2:2][C:3]1[C:4]([CH3:19])=[CH:5][C:6]([NH:11][C:12](=[O:18])[O:13][C:14]([CH3:17])([CH3:16])[CH3:15])=[N:7][C:8]=1[O:9][CH3:10].[Br:20][C:21]1[CH:22]=[C:23]([C:34](O)=[O:35])[C:24]2[C:25]([CH3:33])=[CH:26][N:27]([CH:30]([CH3:32])[CH3:31])[C:28]=2[CH:29]=1.C1C=NC2N(O)N=NC=2C=1.C(Cl)CCl. Product: [Br:20][C:21]1[CH:22]=[C:23]([C:34]([NH:1][CH2:2][C:3]2[C:4]([CH3:19])=[CH:5][C:6]([NH:11][C:12](=[O:18])[O:13][C:14]([CH3:15])([CH3:16])[CH3:17])=[N:7][C:8]=2[O:9][CH3:10])=[O:35])[C:24]2[C:25]([CH3:33])=[CH:26][N:27]([CH:30]([CH3:31])[CH3:32])[C:28]=2[CH:29]=1. The catalyst class is: 3.